Task: Predict the reaction yield, written as a fraction of the theoretical maximum amount of product (1.0 means a 100% yield; for example, 0.34 means a 34% yield).. Dataset: Reaction yield outcomes from USPTO patents with 853,638 reactions The reactants are [C:1]([OH:12])(=O)/[CH:2]=[C:3](/[CH2:5][CH2:6][CH:7]=[C:8]([CH3:10])[CH3:9])\[CH3:4].C(N(CC)CC)C.ClC(OCC(C)C)=O.[NH2:28][C@H:29]([C:32]([OH:34])=[O:33])[CH2:30][SH:31].Cl. The catalyst is [OH-].[Na+].C1COCC1. The product is [C:1]([NH:28][C@H:29]([C:32]([OH:34])=[O:33])[CH2:30][SH:31])(=[O:12])/[CH:2]=[C:3](/[CH2:5][CH2:6][CH:7]=[C:8]([CH3:9])[CH3:10])\[CH3:4]. The yield is 0.195.